This data is from Reaction yield outcomes from USPTO patents with 853,638 reactions. The task is: Predict the reaction yield, written as a fraction of the theoretical maximum amount of product (1.0 means a 100% yield; for example, 0.34 means a 34% yield). (1) The catalyst is C1C=CC(/C=C/C(/C=C/C2C=CC=CC=2)=O)=CC=1.C1C=CC(/C=C/C(/C=C/C2C=CC=CC=2)=O)=CC=1.C1C=CC(/C=C/C(/C=C/C2C=CC=CC=2)=O)=CC=1.[Pd].[Pd].O1CCOCC1. The product is [CH3:8][N:6]1[C:5](=[O:9])[C:4]([NH:10][C:11]2[CH:16]=[CH:15][C:14]([C:17]([N:19]3[CH2:24][CH2:23][O:22][CH2:21][C@H:20]3[CH3:25])=[O:18])=[CH:13][N:12]=2)=[CH:3][C:2]([B:26]([OH:30])[OH:27])=[CH:7]1. The yield is 0.940. The reactants are Br[C:2]1[CH:3]=[C:4]([NH:10][C:11]2[CH:16]=[CH:15][C:14]([C:17]([N:19]3[CH2:24][CH2:23][O:22][CH2:21][C@H:20]3[CH3:25])=[O:18])=[CH:13][N:12]=2)[C:5](=[O:9])[N:6]([CH3:8])[CH:7]=1.[B:26]1(B2OC(C)(C)C(C)(C)O2)[O:30]C(C)(C)C(C)(C)[O:27]1.CC(C1C=C(C(C)C)C(C2C=CC=CC=2P(C2CCCCC2)C2CCCCC2)=C(C(C)C)C=1)C.C([O-])(=O)C.[K+]. (2) The yield is 0.890. The reactants are C(=O)([O-])[O-].[Cs+].[Cs+].O.Br[C:9]1[C:10]([C:16]([F:19])([F:18])[F:17])=[CH:11][C:12]([NH2:15])=[N:13][CH:14]=1.CC1(C)C(C)(C)OB([C:28]2[N:33]=[C:32]([N:34]3[CH2:39][CH2:38][O:37][CH2:36][CH2:35]3)[N:31]=[C:30]([N:40]3[CH2:45][CH2:44][O:43][CH2:42][CH2:41]3)[CH:29]=2)O1. The product is [N:34]1([C:32]2[N:33]=[C:28]([C:9]3[C:10]([C:16]([F:19])([F:18])[F:17])=[CH:11][C:12]([NH2:15])=[N:13][CH:14]=3)[CH:29]=[C:30]([N:40]3[CH2:45][CH2:44][O:43][CH2:42][CH2:41]3)[N:31]=2)[CH2:39][CH2:38][O:37][CH2:36][CH2:35]1. The catalyst is [Pd](Cl)Cl.C(P(C(C)(C)C)[C-]1C=CC=C1)(C)(C)C.[C-]1(P(C(C)(C)C)C(C)(C)C)C=CC=C1.[Fe+2].O1CCCC1. (3) The product is [CH2:19]([O:18][C:16](=[O:17])[NH:15][C@@H:10]1[CH2:11][CH2:12][CH2:13][C:14]2[N:6]([CH2:5][CH2:4][OH:3])[N:7]=[CH:8][C:9]1=2)[C:20]1[CH:25]=[CH:24][CH:23]=[CH:22][CH:21]=1. The reactants are C([O:3][C:4](=O)[CH2:5][N:6]1[C:14]2[CH2:13][CH2:12][CH2:11][C@@H:10]([NH:15][C:16]([O:18][CH2:19][C:20]3[CH:25]=[CH:24][CH:23]=[CH:22][CH:21]=3)=[O:17])[C:9]=2[CH:8]=[N:7]1)C.[BH4-].[Na+].Cl. The yield is 0.950. The catalyst is CO. (4) The reactants are [CH3:1][N:2]([CH3:25])[C:3]([C:5]1[N:14]([C:15]2[CH:20]=[CH:19][C:18]([C:21]([CH3:24])([CH3:23])[CH3:22])=[CH:17][CH:16]=2)[C:8]2[N:9]=[C:10](Cl)[N:11]=[CH:12][C:7]=2[CH:6]=1)=[O:4].[C:26]([O:30][C:31]([N:33]1[CH:38]2[CH2:39][CH2:40][CH:34]1[CH2:35][N:36]([C:41]([C:43]1[CH:44]=[N:45][C:46]([NH2:49])=[CH:47][CH:48]=1)=[O:42])[CH2:37]2)=[O:32])([CH3:29])([CH3:28])[CH3:27]. No catalyst specified. The product is [C:26]([O:30][C:31]([N:33]1[CH:34]2[CH2:40][CH2:39][CH:38]1[CH2:37][N:36]([C:41]([C:43]1[CH:44]=[N:45][C:46]([NH:49][C:10]3[N:11]=[CH:12][C:7]4[CH:6]=[C:5]([C:3](=[O:4])[N:2]([CH3:25])[CH3:1])[N:14]([C:15]5[CH:20]=[CH:19][C:18]([C:21]([CH3:24])([CH3:23])[CH3:22])=[CH:17][CH:16]=5)[C:8]=4[N:9]=3)=[CH:47][CH:48]=1)=[O:42])[CH2:35]2)=[O:32])([CH3:29])([CH3:27])[CH3:28]. The yield is 0.580. (5) The reactants are Br[C:2]1[CH:3]=[C:4]([N:8]([CH2:19][CH2:20][CH3:21])[C:9]([NH:11][CH2:12][CH2:13][CH2:14][CH2:15][CH2:16][CH2:17][CH3:18])=[O:10])[CH:5]=[CH:6][CH:7]=1.[CH:22]([C:24]1[CH:29]=[CH:28][C:27](B(O)O)=[CH:26][CH:25]=1)=[O:23].CN(C)C=O.P([O-])([O-])([O-])=O.[K+].[K+].[K+]. The catalyst is O. The product is [CH2:19]([N:8]([C:4]1[CH:3]=[C:2]([C:27]2[CH:28]=[CH:29][C:24]([CH:22]=[O:23])=[CH:25][CH:26]=2)[CH:7]=[CH:6][CH:5]=1)[C:9]([NH:11][CH2:12][CH2:13][CH2:14][CH2:15][CH2:16][CH2:17][CH3:18])=[O:10])[CH2:20][CH3:21]. The yield is 0.820.